Dataset: Experimentally validated miRNA-target interactions with 360,000+ pairs, plus equal number of negative samples. Task: Binary Classification. Given a miRNA mature sequence and a target amino acid sequence, predict their likelihood of interaction. (1) The miRNA is hsa-miR-6779-5p with sequence CUGGGAGGGGCUGGGUUUGGC. The protein sequence of the target gene is MATVMAATAAERAVLEEEFRWLLHDEVHAVLKQLQDILKEASLRFTLPGSGTEGPAKQENFILGSCGTDQVKGVLTLQGDALSQADVNLKMPRNNQLLHFAFREDKQWKLQQIQDARNHVSQAIYLLTSRDQSYQFKTGAEVLKLMDAVMLQLTRARNRLTTPATLTLPEIAASGLTRMFAPALPSDLLVNVYINLNKLCLTVYQLHALQPNSTKNFRPAGGAVLHSPGAMFEWGSQRLEVSHVHKVECVIPWLNDALVYFTVSLQLCQQLKDKISVFSSYWSYRPF. Result: 0 (no interaction). (2) The protein sequence of the target gene is MAFPPRRRLRLGPRGLPLLLSGLLLPLCRAFNLDVESPAEYSGPEGSYFGFAVDFFVPSASSRMFLLVGAPKANTTQPGIVEGGQVLKCDWSSHRRCQPIEFDATGNRDYAKDDPLEFKSHQWFGASVRSKQDKILACAPLYHWRTEMKQEREPVGTCFLQDGTKTVEYAPCRSKNIDADGQGFCQGGFSIDFTKADRVLLGGPGSFYWQGQLISDQVAEIVSKYDPKVYSIKYNNQLATRTAQAIFDDSYLGYSVAVGDFNGDGIDDFVSGVPRAARTLGMVYIYDGKNMSSLHNFTGE.... Result: 0 (no interaction). The miRNA is mmu-miR-3078-5p with sequence CAAAGCCUAGACUGCAGCUACCU. (3) The miRNA is hsa-miR-3180-3p with sequence UGGGGCGGAGCUUCCGGAGGCC. The protein sequence of the target gene is MELSAVGERVFAAEALLKRRIRKGRMEYLVKWKGWSQKYSTWEPEENILDARLLAAFEEREREMELYGPKKRGPKPKTFLLKAQAKAKAKTYEFRSDSARGIRIPYPGRSPQDLASTSRAREGLRNMGLSPPASSTSTSSTCRAEAPRDRDRDRDRDRERDRERERERERERERERERERGTSRVDDKPSSPGDSSKKRGPKPRKELPDPSQRPLGEPSAGLGEYLKGRKLDDTPSGAGKFPAGHSVIQLARRQDSDLVQCGVTSPSSAEATGKLAVDTFPARVIKHRAAFLEAKGQGAL.... Result: 1 (interaction). (4) The miRNA is hsa-miR-30e-5p with sequence UGUAAACAUCCUUGACUGGAAG. The protein sequence of the target gene is MRSEALLLYFTLLHFAGAGFPEDSEPISISHGNYTKQYPVFVGHKPGRNTTQRHRLDIQMIMIMNGTLYIAARDHIYTVDIDTSHTEEIYCSKKLTWKSRQADVDTCRMKGKHKDECHNFIKVLLKKNDDALFVCGTNAFNPSCRNYKMDTLEPFGDEFSGMARCPYDAKHANVALFADGKLYSATVTDFLAIDAVIYRSLGESPTLRTVKHDSKWLKEPYFVQAVDYGDYIYFFFREIAVEYNTMGKVVFPRVAQVCKNDMGGSQRVLEKQWTSFLKARLNCSVPGDSHFYFNILQAVT.... Result: 1 (interaction).